This data is from Forward reaction prediction with 1.9M reactions from USPTO patents (1976-2016). The task is: Predict the product of the given reaction. (1) Given the reactants [H-].[H-].[H-].[H-].[Li+].[Al+3].[N+:7]([C:10]1[CH:11]=[C:12]2[C:16](=[CH:17][CH:18]=1)[NH:15][C:14]([CH:19]([CH3:25])[C:20](OCC)=[O:21])=[CH:13]2)([O-:9])=[O:8].O.[OH-].[Na+], predict the reaction product. The product is: [N+:7]([C:10]1[CH:11]=[C:12]2[C:16](=[CH:17][CH:18]=1)[NH:15][C:14]([CH:19]([CH3:25])[CH2:20][OH:21])=[CH:13]2)([O-:9])=[O:8]. (2) Given the reactants [C:1]([O:5][C:6]([C:8]1[S:22][C:11]2[CH2:12][CH2:13][C:14]3[CH:15]=[N:16][C:17]([S:20][CH3:21])=[N:18][C:19]=3[C:10]=2[CH:9]=1)=[O:7])([CH3:4])([CH3:3])[CH3:2].C(C1C(=O)C(Cl)=C(Cl)C(=O)C=1C#N)#N, predict the reaction product. The product is: [C:1]([O:5][C:6]([C:8]1[S:22][C:11]2=[CH:12][CH:13]=[C:14]3[C:19]([N:18]=[C:17]([S:20][CH3:21])[N:16]=[CH:15]3)=[C:10]2[CH:9]=1)=[O:7])([CH3:4])([CH3:3])[CH3:2]. (3) Given the reactants [NH2:1][C:2]1[N:7]=[CH:6][C:5]([N:8]2[C:16]3[C:11](=[CH:12][C:13]([NH2:17])=[CH:14][CH:15]=3)[CH:10]=[CH:9]2)=[CH:4][CH:3]=1.I.[S:19]1[CH:23]=[CH:22][CH:21]=[C:20]1[C:24](SC)=[NH:25], predict the reaction product. The product is: [NH2:1][C:2]1[N:7]=[CH:6][C:5]([N:8]2[C:16]3[C:11](=[CH:12][C:13]([NH:17][C:24]([C:20]4[S:19][CH:23]=[CH:22][CH:21]=4)=[NH:25])=[CH:14][CH:15]=3)[CH:10]=[CH:9]2)=[CH:4][CH:3]=1. (4) Given the reactants C[C:2]1[CH:3]=[C:4]([OH:10])[C:5]([O:8][CH3:9])=[CH:6][CH:7]=1.[C:11]([C:15]1[CH:20]=[C:19]([C:21]([CH3:24])([CH3:23])[CH3:22])[CH:18]=[CH:17][C:16]=1[OH:25])([CH3:14])([CH3:13])[CH3:12].[CH3:26]CO[Si](OCC)(OCC)C, predict the reaction product. The product is: [OH:10][C:4]1[C:5]([O:8][CH3:9])=[CH:6][C:7]([CH3:26])=[CH:2][C:3]=1[C:17]1[CH:18]=[C:19]([C:21]([CH3:24])([CH3:23])[CH3:22])[CH:20]=[C:15]([C:11]([CH3:14])([CH3:13])[CH3:12])[C:16]=1[OH:25]. (5) Given the reactants [Si:1]([O:8][CH2:9][C:10]1[CH:15]=[C:14]([CH2:16][CH3:17])[N:13]=[C:12]([NH:18]C(=O)OC(C)(C)C)[CH:11]=1)([C:4]([CH3:7])([CH3:6])[CH3:5])([CH3:3])[CH3:2].C(N(C(C)C)C(C)C)C.C([O-])(O)=O.[Na+].C(O)(=O)C, predict the reaction product. The product is: [Si:1]([O:8][CH2:9][C:10]1[CH:15]=[C:14]([CH2:16][CH3:17])[N:13]=[C:12]([NH2:18])[CH:11]=1)([C:4]([CH3:7])([CH3:6])[CH3:5])([CH3:3])[CH3:2].